The task is: Regression. Given two drug SMILES strings and cell line genomic features, predict the synergy score measuring deviation from expected non-interaction effect.. This data is from Merck oncology drug combination screen with 23,052 pairs across 39 cell lines. (1) Drug 1: Cn1nnc2c(C(N)=O)ncn2c1=O. Drug 2: Cc1nc(Nc2ncc(C(=O)Nc3c(C)cccc3Cl)s2)cc(N2CCN(CCO)CC2)n1. Cell line: UWB1289BRCA1. Synergy scores: synergy=0.243. (2) Drug 1: C=CCn1c(=O)c2cnc(Nc3ccc(N4CCN(C)CC4)cc3)nc2n1-c1cccc(C(C)(C)O)n1. Drug 2: Cn1cc(-c2cnn3c(N)c(Br)c(C4CCCNC4)nc23)cn1. Cell line: UACC62. Synergy scores: synergy=43.2. (3) Drug 1: O=S1(=O)NC2(CN1CC(F)(F)F)C1CCC2Cc2cc(C=CCN3CCC(C(F)(F)F)CC3)ccc2C1. Drug 2: CCc1cnn2c(NCc3ccc[n+]([O-])c3)cc(N3CCCCC3CCO)nc12. Cell line: A2780. Synergy scores: synergy=-4.60. (4) Drug 1: CN1C(=O)C=CC2(C)C3CCC4(C)C(NC(=O)OCC(F)(F)F)CCC4C3CCC12. Drug 2: O=S1(=O)NC2(CN1CC(F)(F)F)C1CCC2Cc2cc(C=CCN3CCC(C(F)(F)F)CC3)ccc2C1. Cell line: DLD1. Synergy scores: synergy=7.31. (5) Drug 1: CS(=O)(=O)CCNCc1ccc(-c2ccc3ncnc(Nc4ccc(OCc5cccc(F)c5)c(Cl)c4)c3c2)o1. Drug 2: C#Cc1cccc(Nc2ncnc3cc(OCCOC)c(OCCOC)cc23)c1. Cell line: SW620. Synergy scores: synergy=-16.4. (6) Drug 1: CS(=O)(=O)CCNCc1ccc(-c2ccc3ncnc(Nc4ccc(OCc5cccc(F)c5)c(Cl)c4)c3c2)o1. Drug 2: CC(C)CC(NC(=O)C(Cc1ccccc1)NC(=O)c1cnccn1)B(O)O. Cell line: KPL1. Synergy scores: synergy=8.94.